From a dataset of Forward reaction prediction with 1.9M reactions from USPTO patents (1976-2016). Predict the product of the given reaction. (1) Given the reactants C[N:2](C)/[CH:3]=[CH:4]/[C:5]([C:7]1[C:12](=[O:13])[CH:11]=[CH:10][N:9]([C:14]2[CH:19]=[CH:18][CH:17]=[CH:16][CH:15]=2)[N:8]=1)=O.[C:21]1([CH3:29])[CH:26]=[CH:25][C:24]([NH:27]N)=[CH:23][CH:22]=1.Cl, predict the reaction product. The product is: [C:14]1([N:9]2[CH:10]=[CH:11][C:12](=[O:13])[C:7]([C:5]3[N:27]([C:24]4[CH:25]=[CH:26][C:21]([CH3:29])=[CH:22][CH:23]=4)[N:2]=[CH:3][CH:4]=3)=[N:8]2)[CH:19]=[CH:18][CH:17]=[CH:16][CH:15]=1. (2) The product is: [CH2:4]([O:11][C:12]1[CH:13]=[CH:14][C:15]([NH2:18])=[CH:16][CH:17]=1)[C:5]1[CH:6]=[CH:7][CH:8]=[CH:9][CH:10]=1. Given the reactants C(O)C.[CH2:4]([O:11][C:12]1[CH:17]=[CH:16][C:15]([N+:18]([O-])=O)=[CH:14][CH:13]=1)[C:5]1[CH:10]=[CH:9][CH:8]=[CH:7][CH:6]=1.[S-2].[Na+].[Na+], predict the reaction product. (3) Given the reactants C(OC([N:11]1[CH2:16][CH2:15][N:14]([C:17]2[N:22]=[C:21]([N:23]3[CH2:28][CH2:27][CH:26]([CH3:29])[CH2:25][CH2:24]3)[C:20]([N+:30]([O-:32])=[O:31])=[CH:19][CH:18]=2)[CH2:13][CH2:12]1)=O)C1C=CC=CC=1.[BrH:33].CCOCC, predict the reaction product. The product is: [BrH:33].[BrH:33].[CH3:29][CH:26]1[CH2:27][CH2:28][N:23]([C:21]2[C:20]([N+:30]([O-:32])=[O:31])=[CH:19][CH:18]=[C:17]([N:14]3[CH2:15][CH2:16][NH:11][CH2:12][CH2:13]3)[N:22]=2)[CH2:24][CH2:25]1. (4) Given the reactants [NH2:1][C:2]1[C:7]2[C:8](=[O:20])[N:9]([C:13]3[CH:18]=[CH:17][C:16](Br)=[CH:15][CH:14]=3)[CH2:10][CH2:11][O:12][C:6]=2[N:5]=[CH:4][N:3]=1.[Cl:21][C:22]1[CH:23]=[C:24]([CH:31]=[CH:32][C:33]=1B1OC(C)(C)C(C)(C)O1)[CH2:25][NH:26][S:27]([CH3:30])(=[O:29])=[O:28].P([O-])([O-])([O-])=O.[K+].[K+].[K+].CO, predict the reaction product. The product is: [NH2:1][C:2]1[C:7]2[C:8](=[O:20])[N:9]([C:13]3[CH:18]=[CH:17][C:16]([C:33]4[CH:32]=[CH:31][C:24]([CH2:25][NH:26][S:27]([CH3:30])(=[O:29])=[O:28])=[CH:23][C:22]=4[Cl:21])=[CH:15][CH:14]=3)[CH2:10][CH2:11][O:12][C:6]=2[N:5]=[CH:4][N:3]=1. (5) Given the reactants [C:1]([O:5][C:6]([N:8]1[CH2:13][CH2:12][N:11]2[CH:14]=[N:15][C:16]([CH2:17][CH3:18])=[C:10]2[CH:9]1[CH2:19][CH2:20][C:21]1[CH:26]=[CH:25][C:24]([C:27]([F:30])([F:29])[F:28])=[C:23]([F:31])[CH:22]=1)=[O:7])([CH3:4])([CH3:3])[CH3:2].C1C(=O)N([Br:39])C(=O)C1, predict the reaction product. The product is: [C:1]([O:5][C:6]([N:8]1[CH2:13][CH2:12][N:11]2[C:14]([Br:39])=[N:15][C:16]([CH2:17][CH3:18])=[C:10]2[CH:9]1[CH2:19][CH2:20][C:21]1[CH:26]=[CH:25][C:24]([C:27]([F:29])([F:30])[F:28])=[C:23]([F:31])[CH:22]=1)=[O:7])([CH3:2])([CH3:3])[CH3:4]. (6) Given the reactants [CH3:1][O:2][CH:3]([O:6][CH3:7])[CH2:4][NH2:5].CC1(C)N([O])C(C)(C)CCC1.[C:19](Cl)(=[O:23])[C:20]([CH3:22])=[CH2:21], predict the reaction product. The product is: [CH3:1][O:2][CH:3]([O:6][CH3:7])[CH2:4][NH:5][C:19](=[O:23])[C:20]([CH3:22])=[CH2:21]. (7) Given the reactants [NH2:1][C:2]1[CH:11]=[CH:10][CH:9]=[C:8]2[C:3]=1[CH:4]=[CH:5][N:6]=[CH:7]2.[Cl-].[Cl-].[Cl-].[Al+3].[Br:16]Br.[OH-].[Na+], predict the reaction product. The product is: [Br:16][C:9]1[C:8]2[CH:7]=[N:6][CH:5]=[CH:4][C:3]=2[C:2]([NH2:1])=[CH:11][CH:10]=1. (8) Given the reactants [NH:1]1[C:5]2=[N:6][CH:7]=[CH:8][CH:9]=[C:4]2[C:3]([CH2:10][C:11]([O:13][CH3:14])=[O:12])=[N:2]1.C(=O)([O-])[O-].[Cs+].[Cs+].[N+:21]([C:24]1[CH:31]=[CH:30][C:27]([CH2:28]Br)=[CH:26][CH:25]=1)([O-:23])=[O:22], predict the reaction product. The product is: [N+:21]([C:24]1[CH:31]=[CH:30][C:27]([CH2:28][N:1]2[C:5]3=[N:6][CH:7]=[CH:8][CH:9]=[C:4]3[C:3]([CH2:10][C:11]([O:13][CH3:14])=[O:12])=[N:2]2)=[CH:26][CH:25]=1)([O-:23])=[O:22].